Predict the reactants needed to synthesize the given product. From a dataset of Full USPTO retrosynthesis dataset with 1.9M reactions from patents (1976-2016). (1) The reactants are: [Cl:1][C:2]1[CH:3]=[C:4]([CH:8]=[CH:9][CH:10]=1)[C:5]([NH2:7])=[O:6].[CH3:11][C:12]([CH3:17])([CH3:16])[CH2:13][CH:14]=O.[NH:18]1[C:22]2[CH:23]=[CH:24][CH:25]=[CH:26][C:21]=2[N:20]=[N:19]1. Given the product [N:18]1([CH:14]([C:3]2[C:2]([Cl:1])=[CH:10][CH:9]=[CH:8][C:4]=2[C:5]([NH2:7])=[O:6])[CH2:13][C:12]([CH3:17])([CH3:16])[CH3:11])[C:22]2[CH:23]=[CH:24][CH:25]=[CH:26][C:21]=2[N:20]=[N:19]1, predict the reactants needed to synthesize it. (2) Given the product [ClH:20].[NH2:1][C:2]1[C:7]([C:8]([F:10])([F:11])[F:9])=[CH:6][C:5]([CH:12]([NH:15][C:16]([CH3:18])([CH3:17])[CH3:19])[CH2:13][OH:14])=[CH:4][C:3]=1[Cl:20], predict the reactants needed to synthesize it. The reactants are: [NH2:1][C:2]1[C:7]([C:8]([F:11])([F:10])[F:9])=[CH:6][C:5]([CH:12]([NH:15][C:16]([CH3:19])([CH3:18])[CH3:17])[CH2:13][OH:14])=[CH:4][C:3]=1[Cl:20]. (3) The reactants are: [CH2:1]([O:3][CH:4]([C:8]1[CH:13]=[CH:12][C:11]([O:14][CH3:15])=[C:10]([OH:16])[CH:9]=1)[C:5]([OH:7])=O)[CH3:2].[NH2:17][CH2:18][C:19]1[CH:26]=[CH:25][C:22]([C:23]#[N:24])=[CH:21][CH:20]=1. Given the product [C:18]([C:19]1[CH:26]=[CH:25][C:22]([CH2:23][NH:24][C:5](=[O:7])[CH:4]([O:3][CH2:1][CH3:2])[C:8]2[CH:13]=[CH:12][C:11]([O:14][CH3:15])=[C:10]([OH:16])[CH:9]=2)=[CH:21][CH:20]=1)#[N:17], predict the reactants needed to synthesize it. (4) Given the product [NH2:5][C:4]1[C:3]2[C:2](=[CH:9][N:8]=[CH:7][CH:6]=2)[S:10][C:11]=1[C:12]([O:14][CH2:15][CH3:16])=[O:13], predict the reactants needed to synthesize it. The reactants are: Br[C:2]1[CH:9]=[N:8][CH:7]=[CH:6][C:3]=1[C:4]#[N:5].[SH:10][CH2:11][C:12]([O:14][CH2:15][CH3:16])=[O:13].C([O-])C.[Na+]. (5) Given the product [NH:1]1[C:9]2[C:4](=[CH:5][CH:6]=[CH:7][CH:8]=2)[C:3]([C:10]2([C:11]#[N:12])[CH2:14][CH2:13]2)=[CH:2]1, predict the reactants needed to synthesize it. The reactants are: [NH:1]1[C:9]2[C:4](=[CH:5][CH:6]=[CH:7][CH:8]=2)[C:3]([CH2:10][C:11]#[N:12])=[CH:2]1.[CH:13]([N-]C(C)C)(C)[CH3:14].[Li+].BrCCCl. (6) Given the product [N+:1]([C:4]1[CH:12]=[C:8]2[C:7](=[CH:6][CH:5]=1)[N:13]=[CH:14][NH:16][C:9]2=[O:11])([O-:3])=[O:2], predict the reactants needed to synthesize it. The reactants are: [N+:1]([C:4]1[CH:12]=[C:8]([C:9]([OH:11])=O)[C:7]([NH2:13])=[CH:6][CH:5]=1)([O-:3])=[O:2].[CH:14]([NH2:16])=O. (7) Given the product [Cl:28][C:25]1[CH:26]=[CH:27][C:22]([C:20]#[C:19][C:16]2[CH:17]=[CH:18][C:3]([CH:1]=[O:2])=[CH:14][CH:15]=2)=[CH:23][CH:24]=1, predict the reactants needed to synthesize it. The reactants are: [C:1](O)([C:3](F)(F)F)=[O:2].C(Cl)(=O)C.BrC1[CH:18]=[CH:17][C:16]([CH2:19][C:20]([C:22]2[CH:27]=[CH:26][C:25]([Cl:28])=[CH:24][CH:23]=2)=O)=[CH:15][CH:14]=1.